From a dataset of Full USPTO retrosynthesis dataset with 1.9M reactions from patents (1976-2016). Predict the reactants needed to synthesize the given product. (1) Given the product [F:17][C:18]([F:25])([F:24])[C:19]([NH:1][CH2:2][CH2:3][CH2:4][CH2:5][CH2:6][C:7]([OH:9])=[O:8])=[O:20], predict the reactants needed to synthesize it. The reactants are: [NH2:1][CH2:2][CH2:3][CH2:4][CH2:5][CH2:6][C:7]([OH:9])=[O:8].C(N(CC)CC)C.[F:17][C:18]([F:25])([F:24])[C:19](OCC)=[O:20]. (2) Given the product [CH3:1][O:2][C:3]1[C:12]([NH:13][C:14]([N:34]2[CH2:33][CH2:32][N:31]([C:26]3[CH:25]=[C:24]([Cl:23])[CH:29]=[C:28]([Cl:30])[CH:27]=3)[CH2:36][CH2:35]2)=[O:22])=[CH:11][C:10]2[C:5](=[CH:6][CH:7]=[CH:8][CH:9]=2)[CH:4]=1, predict the reactants needed to synthesize it. The reactants are: [CH3:1][O:2][C:3]1[C:12]([NH:13][C:14](=[O:22])OC2C=CC=CC=2)=[CH:11][C:10]2[C:5](=[CH:6][CH:7]=[CH:8][CH:9]=2)[CH:4]=1.[Cl:23][C:24]1[CH:25]=[C:26]([N:31]2[CH2:36][CH2:35][NH:34][CH2:33][CH2:32]2)[CH:27]=[C:28]([Cl:30])[CH:29]=1. (3) Given the product [Br:11][CH2:10][C:9]1[CH:8]=[CH:7][C:4]([C:5]#[N:6])=[CH:3][C:2]=1[F:1], predict the reactants needed to synthesize it. The reactants are: [F:1][C:2]1[CH:3]=[C:4]([CH:7]=[CH:8][C:9]=1[CH3:10])[C:5]#[N:6].[Br:11]N1C(=O)CCC1=O. (4) Given the product [Br:1][C:2]1[CH:11]=[CH:10][C:5]2=[N:6][O:7][N:8]=[C:4]2[C:3]=1[Cl:12], predict the reactants needed to synthesize it. The reactants are: [Br:1][C:2]1[CH:11]=[CH:10][C:5]2=[N+:6]([O-])[O:7][N:8]=[C:4]2[C:3]=1[Cl:12].P(OCC)(OCC)OCC. (5) Given the product [CH3:1][C:2]1([CH3:16])[C:11]2[C:6](=[CH:7][C:8]([N+:12]([O-:14])=[O:13])=[CH:9][CH:10]=2)[CH2:5][NH:4][CH2:3]1, predict the reactants needed to synthesize it. The reactants are: [CH3:1][C:2]1([CH3:16])[C:11]2[C:6](=[CH:7][C:8]([N+:12]([O-:14])=[O:13])=[CH:9][CH:10]=2)[C:5](=O)[NH:4][CH2:3]1.